This data is from Catalyst prediction with 721,799 reactions and 888 catalyst types from USPTO. The task is: Predict which catalyst facilitates the given reaction. (1) Reactant: [Cl:1][C:2]1[CH:3]=[CH:4][C:5]([O:17][CH2:18][C:19]2[CH:24]=[CH:23][CH:22]=[CH:21][CH:20]=2)=[C:6]([CH2:8][N:9]2[C:13]([CH3:14])=[CH:12][C:11]([CH2:15][OH:16])=[N:10]2)[CH:7]=1.CC(OI1(OC(C)=O)(OC(C)=O)OC(=O)C2C=CC=CC1=2)=O. Product: [Cl:1][C:2]1[CH:3]=[CH:4][C:5]([O:17][CH2:18][C:19]2[CH:20]=[CH:21][CH:22]=[CH:23][CH:24]=2)=[C:6]([CH2:8][N:9]2[C:13]([CH3:14])=[CH:12][C:11]([CH:15]=[O:16])=[N:10]2)[CH:7]=1. The catalyst class is: 4. (2) Reactant: [Cl:1][C:2]1[CH:7]=[CH:6][C:5]([S:8][C:9]2[C:17]3[C:16]([CH:18](O)[CH3:19])=[CH:15][C:14]([F:21])=[CH:13][C:12]=3[N:11]3[CH2:22][CH2:23][CH:24]([CH2:25][C:26]([OH:28])=[O:27])[C:10]=23)=[CH:4][CH:3]=1.FC(F)(F)C(O)=O.C([SiH](CC)CC)C. Product: [Cl:1][C:2]1[CH:7]=[CH:6][C:5]([S:8][C:9]2[C:17]3[C:16]([CH2:18][CH3:19])=[CH:15][C:14]([F:21])=[CH:13][C:12]=3[N:11]3[CH2:22][CH2:23][CH:24]([CH2:25][C:26]([OH:28])=[O:27])[C:10]=23)=[CH:4][CH:3]=1. The catalyst class is: 2. (3) Reactant: [Br:1][C:2]1[S:3][C:4]([C:13]([C:15]2[CH:23]=[C:22]3[C:18]([CH:19]=[C:20]([C:39]4[CH:44]=[CH:43][CH:42]=[CH:41][CH:40]=4)[N:21]3[CH2:24][CH2:25][CH2:26][CH2:27][N:28]3[C:36](=[O:37])[C:35]4[C:30](=[CH:31][CH:32]=[CH:33][CH:34]=4)[C:29]3=[O:38])=[CH:17][CH:16]=2)=[O:14])=[CH:5][C:6]=1[CH2:7][C:8]([O:10][CH2:11][CH3:12])=[O:9].[O-]S(C(F)(F)[F:50])(=O)=O.F[N+]1C=CC=CC=1. The catalyst class is: 158. Product: [Br:1][C:2]1[S:3][C:4]([C:13]([C:15]2[CH:23]=[C:22]3[C:18]([C:19]([F:50])=[C:20]([C:39]4[CH:40]=[CH:41][CH:42]=[CH:43][CH:44]=4)[N:21]3[CH2:24][CH2:25][CH2:26][CH2:27][N:28]3[C:36](=[O:37])[C:35]4[C:30](=[CH:31][CH:32]=[CH:33][CH:34]=4)[C:29]3=[O:38])=[CH:17][CH:16]=2)=[O:14])=[CH:5][C:6]=1[CH2:7][C:8]([O:10][CH2:11][CH3:12])=[O:9]. (4) Reactant: [C:1]([N:9]1[CH2:22][CH2:21][C:20]2[C:19]3[C:18]([C:23]4[CH:28]=[CH:27][CH:26]=[CH:25][C:24]=4[O:29]C)=[CH:17][CH:16]=[CH:15][C:14]=3[NH:13][C:12]=2[CH2:11][CH2:10]1)(=[O:8])[C:2]1[CH:7]=[CH:6][CH:5]=[CH:4][CH:3]=1.B(Br)(Br)Br. Product: [C:1]([N:9]1[CH2:22][CH2:21][C:20]2[C:19]3[C:18]([C:23]4[CH:28]=[CH:27][CH:26]=[CH:25][C:24]=4[OH:29])=[CH:17][CH:16]=[CH:15][C:14]=3[NH:13][C:12]=2[CH2:11][CH2:10]1)(=[O:8])[C:2]1[CH:3]=[CH:4][CH:5]=[CH:6][CH:7]=1. The catalyst class is: 2. (5) Reactant: [F:1][C:2]1[CH:7]=[CH:6][C:5]([N+:8]([O-:10])=[O:9])=[CH:4][C:3]=1[C@:11]1([CH3:23])[CH2:16][O:15][C@@:14]([CH3:21])([C:17]([F:20])([F:19])[F:18])[C:13]([NH2:22])=[N:12]1.[CH3:24][C:25]([O:28][C:29](O[C:29]([O:28][C:25]([CH3:27])([CH3:26])[CH3:24])=[O:30])=[O:30])([CH3:27])[CH3:26].CCN(CC)CC. Product: [C:25]([O:28][C:29](=[O:30])[NH:22][C:13]1[C@:14]([CH3:21])([C:17]([F:19])([F:18])[F:20])[O:15][CH2:16][C@:11]([C:3]2[CH:4]=[C:5]([N+:8]([O-:10])=[O:9])[CH:6]=[CH:7][C:2]=2[F:1])([CH3:23])[N:12]=1)([CH3:27])([CH3:26])[CH3:24]. The catalyst class is: 10. (6) Reactant: Cl.[CH3:2][O:3][C:4](=[O:14])[C:5]1[CH:10]=[CH:9][C:8]([CH:11]([NH2:13])[CH3:12])=[CH:7][CH:6]=1.CCN(C(C)C)C(C)C.[F:24][C:25]([F:36])([F:35])[C:26](O[C:26](=[O:27])[C:25]([F:36])([F:35])[F:24])=[O:27]. Product: [CH3:2][O:3][C:4](=[O:14])[C:5]1[CH:10]=[CH:9][C:8]([CH:11]([NH:13][C:26](=[O:27])[C:25]([F:36])([F:35])[F:24])[CH3:12])=[CH:7][CH:6]=1. The catalyst class is: 2. (7) Reactant: [N+:1]([C:4]1[CH:22]=[CH:21][C:7]([O:8][C:9]2[CH:14]=[CH:13][N:12]=[C:11]([C:15]3[CH:20]=[CH:19][CH:18]=[CH:17][CH:16]=3)[CH:10]=2)=[CH:6][CH:5]=1)([O-])=O.[Cl-].[NH4+].C(O)C.CN(C)C=O. Product: [C:15]1([C:11]2[CH:10]=[C:9]([O:8][C:7]3[CH:6]=[CH:5][C:4]([NH2:1])=[CH:22][CH:21]=3)[CH:14]=[CH:13][N:12]=2)[CH:16]=[CH:17][CH:18]=[CH:19][CH:20]=1. The catalyst class is: 150. (8) Reactant: [CH3:1][O:2][C:3]1[CH:11]=[CH:10][C:9]([O:12][CH3:13])=[CH:8][C:4]=1[CH2:5][CH2:6][NH2:7].CO[C:16]([C@@H:18]1[C@@H:22]([N:23]=[N+:24]=[N-:25])[C@@H:21]([O:26]C(=O)C)[C@H:20]([N:30]2[CH:38]=[N:37][C:36]3[C:31]2=[N:32][CH:33]=[N:34][C:35]=3Cl)[O:19]1)=[O:17].[CH2:40]([N:42](CC)CC)C.CN. Product: [CH3:40][NH:42][C:16]([C@@H:18]1[C@@H:22]([N:23]=[N+:24]=[N-:25])[C@@H:21]([OH:26])[C@H:20]([N:30]2[CH:38]=[N:37][C:36]3[C:31]2=[N:32][CH:33]=[N:34][C:35]=3[NH:7][CH2:6][CH2:5][C:4]2[CH:8]=[C:9]([O:12][CH3:13])[CH:10]=[CH:11][C:3]=2[O:2][CH3:1])[O:19]1)=[O:17]. The catalyst class is: 8. (9) Reactant: ClC1C=C(C=CC=1)C(OO)=[O:6].[CH2:12]([C:14]1[O:18][C:17]([CH2:19][CH2:20][NH:21][C:22]([NH:24][C:25]2[S:26][C:27]([C:31]3[CH:36]=[C:35]([CH3:37])[N:34]=[C:33]([S:38]([CH3:40])=[O:39])[N:32]=3)=[C:28]([CH3:30])[N:29]=2)=[O:23])=[N:16][CH:15]=1)[CH3:13]. Product: [CH2:12]([C:14]1[O:18][C:17]([CH2:19][CH2:20][NH:21][C:22]([NH:24][C:25]2[S:26][C:27]([C:31]3[CH:36]=[C:35]([CH3:37])[N:34]=[C:33]([S:38]([CH3:40])(=[O:6])=[O:39])[N:32]=3)=[C:28]([CH3:30])[N:29]=2)=[O:23])=[N:16][CH:15]=1)[CH3:13]. The catalyst class is: 4. (10) Reactant: C[O:2][C:3](=[O:26])[CH2:4][CH2:5][C@@:6]1([CH3:25])[C:15](=[O:16])[CH2:14][CH2:13][CH:12]2[CH:7]1[CH2:8][CH2:9][C@:10]1([CH3:24])[C@@H:19]([C:20]([O:22][CH3:23])=[O:21])[CH2:18][CH2:17][CH:11]12.[CH3:27][N+](C)=C.[I-].CI.CCN(CC)CC.C1CCN2C(=NCCC2)CC1.Cl. Product: [CH3:23][O:22][C:20]([C@@H:19]1[C@@:10]2([CH3:24])[CH2:9][CH2:8][CH:7]3[CH:12]([CH:11]2[CH2:17][CH2:18]1)[CH2:13][C:14](=[CH2:27])[C:15](=[O:16])[C@@:6]3([CH2:5][CH2:4][C:3]([OH:2])=[O:26])[CH3:25])=[O:21]. The catalyst class is: 46.